Regression/Classification. Given a drug SMILES string, predict its absorption, distribution, metabolism, or excretion properties. Task type varies by dataset: regression for continuous measurements (e.g., permeability, clearance, half-life) or binary classification for categorical outcomes (e.g., BBB penetration, CYP inhibition). Dataset: cyp2c9_veith. From a dataset of CYP2C9 inhibition data for predicting drug metabolism from PubChem BioAssay. (1) The compound is CN(C)c1ccc2[nH+]c3c(C(=O)O)cc(=O)c(O)c-3oc2c1. The result is 0 (non-inhibitor). (2) The drug is O=C(c1cc(C(F)(F)F)cc(C(F)(F)F)c1)N1CCC2(CCCN(Cc3nccs3)C2)CC1. The result is 0 (non-inhibitor). (3) The drug is O=S(=O)(Nc1ccc2oc(-c3ccccc3)nc2c1)c1ccccc1. The result is 1 (inhibitor). (4) The molecule is Cc1ccc([C@@]2(C)CC/C(=N/N=C3\CC[C@](C)(c4ccc(C)c(C)c4)c4cc(C)c(C)cc43)c3cc(C)c(C)cc32)cc1C. The result is 0 (non-inhibitor). (5) The molecule is O=C(Nc1ccc(/C=C/c2nc3ccccc3o2)cc1)c1ccc(F)cc1. The result is 0 (non-inhibitor). (6) The drug is O=C(CC(=O)NC1CCCCC1)N/N=C/c1ccc(Cl)cc1. The result is 0 (non-inhibitor). (7) The molecule is COc1ccc(NC(=O)N2CCCC3(CCN(C(=O)c4csnn4)CC3)C2)cc1. The result is 0 (non-inhibitor). (8) The compound is Cn1c2c([n+]([O-])c1-c1ccccc1)/C(=N/O)CCC2. The result is 0 (non-inhibitor). (9) The result is 1 (inhibitor). The compound is NNc1nc(-c2ccccc2)cc(-c2ccccc2O)n1. (10) The drug is O=C(c1cnccn1)N1CCC2(CCCN(c3cccc(-c4ccccc4)c3)C2)CC1. The result is 1 (inhibitor).